Dataset: Full USPTO retrosynthesis dataset with 1.9M reactions from patents (1976-2016). Task: Predict the reactants needed to synthesize the given product. (1) Given the product [Cl:2][C:3]1[CH:4]=[C:5]([N:9]2[CH2:14][CH2:13][N:12]([CH2:16][CH2:17][CH2:18][NH:19][C:20](=[O:29])[O:21][CH2:22][C:23]3[CH:28]=[CH:27][CH:26]=[CH:25][CH:24]=3)[CH2:11][CH2:10]2)[CH:6]=[CH:7][CH:8]=1, predict the reactants needed to synthesize it. The reactants are: Cl.[Cl:2][C:3]1[CH:4]=[C:5]([N:9]2[CH2:14][CH2:13][NH:12][CH2:11][CH2:10]2)[CH:6]=[CH:7][CH:8]=1.Br[CH2:16][CH2:17][CH2:18][NH:19][C:20](=[O:29])[O:21][CH2:22][C:23]1[CH:28]=[CH:27][CH:26]=[CH:25][CH:24]=1.C(=O)([O-])[O-].[K+].[K+].O. (2) Given the product [Br:1][C:2]1[CH:3]=[CH:4][C:5]([CH2:8][CH2:9][CH2:10][O:11][CH3:12])=[N:6][CH:7]=1, predict the reactants needed to synthesize it. The reactants are: [Br:1][C:2]1[CH:3]=[CH:4][C:5]([C:8]#[C:9][CH2:10][O:11][CH3:12])=[N:6][CH:7]=1.C(N(CC)CC)C.